From a dataset of Full USPTO retrosynthesis dataset with 1.9M reactions from patents (1976-2016). Predict the reactants needed to synthesize the given product. (1) Given the product [F:22][C:23]1[CH:28]=[CH:27][C:26]([C:2]2[CH:3]=[CH:4][N:5]3[C:10]([C:11]=2[CH3:12])=[C:9]([CH:13]2[CH2:15][CH2:14]2)[CH:8]=[C:7]([C:16]([O:18][CH2:19][CH3:20])=[O:17])[C:6]3=[O:21])=[CH:25][CH:24]=1, predict the reactants needed to synthesize it. The reactants are: Cl[C:2]1[CH:3]=[CH:4][N:5]2[C:10]([C:11]=1[CH3:12])=[C:9]([CH:13]1[CH2:15][CH2:14]1)[CH:8]=[C:7]([C:16]([O:18][CH2:19][CH3:20])=[O:17])[C:6]2=[O:21].[F:22][C:23]1[CH:28]=[CH:27][C:26](B(O)O)=[CH:25][CH:24]=1.C([O-])([O-])=O.[Na+].[Na+]. (2) Given the product [CH3:1][C:2]1[N:3]([C:8]2[N:9]=[C:10]([CH3:16])[C:11]([O:15][CH2:19][C:20]3[CH:25]=[CH:24][CH:23]=[CH:22][CH:21]=3)=[C:12]([CH3:14])[N:13]=2)[C:4]([CH3:7])=[CH:5][CH:6]=1, predict the reactants needed to synthesize it. The reactants are: [CH3:1][C:2]1[N:3]([C:8]2[N:13]=[C:12]([CH3:14])[C:11]([OH:15])=[C:10]([CH3:16])[N:9]=2)[C:4]([CH3:7])=[CH:5][CH:6]=1.[H-].[Na+].[CH2:19](Br)[C:20]1[CH:25]=[CH:24][CH:23]=[CH:22][CH:21]=1.O. (3) Given the product [CH2:1]([O:3][C:4](=[O:17])[C:5]([CH3:6])([O:8][C:9]1[CH:14]=[C:13]([O:15][CH2:26][CH2:25][C:24]2[C:19]([CH3:18])=[N:20][C:21]([C:28]3[CH:33]=[CH:32][C:31]([C:34]([F:37])([F:35])[F:36])=[CH:30][CH:29]=3)=[CH:22][CH:23]=2)[CH:12]=[CH:11][C:10]=1[CH3:16])[CH3:7])[CH3:2], predict the reactants needed to synthesize it. The reactants are: [CH2:1]([O:3][C:4](=[O:17])[C:5]([O:8][C:9]1[CH:14]=[C:13]([OH:15])[CH:12]=[CH:11][C:10]=1[CH3:16])([CH3:7])[CH3:6])[CH3:2].[CH3:18][C:19]1[C:24]([CH2:25][CH2:26]O)=[CH:23][CH:22]=[C:21]([C:28]2[CH:33]=[CH:32][C:31]([C:34]([F:37])([F:36])[F:35])=[CH:30][CH:29]=2)[N:20]=1.C1(P(C2C=CC=CC=2)C2C=CC=CC=2)C=CC=CC=1.N(C(OC(C)(C)C)=O)=NC(OC(C)(C)C)=O.